The task is: Predict which catalyst facilitates the given reaction.. This data is from Catalyst prediction with 721,799 reactions and 888 catalyst types from USPTO. Reactant: [C:1]([O:5][C:6](=[O:50])[NH:7][CH:8]1[CH2:13][CH2:12][CH:11]([NH:14][C:15]2[N:20]=[C:19]3[N:21]([C:31]([C:44]4[CH:49]=[CH:48][CH:47]=[CH:46][CH:45]=4)([C:38]4[CH:43]=[CH:42][CH:41]=[CH:40][CH:39]=4)[C:32]4[CH:37]=[CH:36][CH:35]=[CH:34][CH:33]=4)[N:22]=[C:23]([C:24]4[CH:29]=[CH:28][CH:27]=[C:26](Br)[N:25]=4)[C:18]3=[CH:17][N:16]=2)[CH2:10][CH2:9]1)([CH3:4])([CH3:3])[CH3:2].[C:51]([O:55][C:56](=[O:67])[NH:57][CH2:58][CH:59]([NH2:66])[C:60]1[CH:65]=[CH:64][CH:63]=[CH:62][CH:61]=1)([CH3:54])([CH3:53])[CH3:52].CN(C1C(C2C(P(C3CCCCC3)C3CCCCC3)=CC=CC=2)=CC=CC=1)C.C([O-])([O-])=O.[K+].[K+]. Product: [C:1]([O:5][C:6](=[O:50])[NH:7][CH:8]1[CH2:13][CH2:12][CH:11]([NH:14][C:15]2[N:20]=[C:19]3[N:21]([C:31]([C:44]4[CH:49]=[CH:48][CH:47]=[CH:46][CH:45]=4)([C:38]4[CH:43]=[CH:42][CH:41]=[CH:40][CH:39]=4)[C:32]4[CH:37]=[CH:36][CH:35]=[CH:34][CH:33]=4)[N:22]=[C:23]([C:24]4[CH:29]=[CH:28][CH:27]=[C:26]([NH:66][CH:59]([C:60]5[CH:65]=[CH:64][CH:63]=[CH:62][CH:61]=5)[CH2:58][NH:57][C:56]([O:55][C:51]([CH3:54])([CH3:52])[CH3:53])=[O:67])[N:25]=4)[C:18]3=[CH:17][N:16]=2)[CH2:10][CH2:9]1)([CH3:4])([CH3:3])[CH3:2]. The catalyst class is: 102.